This data is from Full USPTO retrosynthesis dataset with 1.9M reactions from patents (1976-2016). The task is: Predict the reactants needed to synthesize the given product. (1) Given the product [CH3:42][N:43]1[C:52]2[C:47](=[CH:48][N:49]=[C:50]([CH3:53])[CH:51]=2)[CH:46]=[C:45]([C:54]2[CH:55]=[C:56]([NH:61][C:62]3[N:63]=[C:6]([C@@H:2]4[CH2:3][CH2:4][CH2:5][O:1]4)[O:8][N:65]=3)[CH:57]=[CH:58][C:59]=2[CH3:60])[C:44]1=[O:66], predict the reactants needed to synthesize it. The reactants are: [O:1]1[CH2:5][CH2:4][CH2:3][C@H:2]1[C:6]([OH:8])=O.CN(C(ON1N=NC2C=CC=NC1=2)=[N+](C)C)C.F[P-](F)(F)(F)(F)F.CCN(C(C)C)C(C)C.[CH3:42][N:43]1[C:52]2[C:47](=[CH:48][N:49]=[C:50]([CH3:53])[CH:51]=2)[CH:46]=[C:45]([C:54]2[CH:55]=[C:56]([NH:61]/[C:62](/[NH2:65])=[N:63]/O)[CH:57]=[CH:58][C:59]=2[CH3:60])[C:44]1=[O:66]. (2) Given the product [Cl:1][C:2]1[CH:3]=[C:4]2[C:8](=[CH:9][CH:10]=1)[NH:7][C:6]([C:11]([N:20]1[CH2:21][CH2:22][CH:17]([CH2:16][C:15]([CH3:23])([OH:24])[CH3:14])[CH2:18][CH2:19]1)=[O:13])=[CH:5]2, predict the reactants needed to synthesize it. The reactants are: [Cl:1][C:2]1[CH:3]=[C:4]2[C:8](=[CH:9][CH:10]=1)[NH:7][C:6]([C:11]([OH:13])=O)=[CH:5]2.[CH3:14][C:15]([OH:24])([CH3:23])[CH2:16][CH:17]1[CH2:22][CH2:21][NH:20][CH2:19][CH2:18]1.Cl.C(N=C=NCCCN(C)C)C.ON1C2C=CC=CC=2N=N1.Cl. (3) Given the product [CH2:3]([O:5][S:14]([CH3:13])(=[O:16])=[O:15])[CH2:2][C:1]#[CH:18], predict the reactants needed to synthesize it. The reactants are: [CH:1]#[C:2][CH:3]([OH:5])C.CCN(CC)CC.[CH3:13][S:14](Cl)(=[O:16])=[O:15].[C:18]([O-])(O)=O.[Na+]. (4) The reactants are: C(NC(C)C)(C)C.C([Li])CCC.[CH2:13]([SnH:17]([CH2:22][CH2:23][CH2:24][CH3:25])[CH2:18][CH2:19][CH2:20][CH3:21])[CH2:14][CH2:15][CH3:16].[CH2:26]([O:28][CH2:29]Cl)[CH3:27].N. Given the product [CH2:22]([Sn:17]([CH2:13][CH2:14][CH2:15][CH3:16])([CH2:18][CH2:19][CH2:20][CH3:21])[CH2:29][O:28][CH2:26][CH3:27])[CH2:23][CH2:24][CH3:25], predict the reactants needed to synthesize it. (5) Given the product [Cl:1][C:2]1[CH:3]=[C:4]([C:9]2([C:24]([F:26])([F:27])[F:25])[CH2:13][C:12]([C:14]3[CH:15]=[C:16]4[C:20](=[CH:21][CH:22]=3)[CH:19]([NH:23][C:31]([NH:30][CH2:28][CH3:29])=[O:32])[CH2:18][CH2:17]4)=[N:11][CH2:10]2)[CH:5]=[C:6]([Cl:8])[CH:7]=1, predict the reactants needed to synthesize it. The reactants are: [Cl:1][C:2]1[CH:3]=[C:4]([C:9]2([C:24]([F:27])([F:26])[F:25])[CH2:13][C:12]([C:14]3[CH:15]=[C:16]4[C:20](=[CH:21][CH:22]=3)[CH:19]([NH2:23])[CH2:18][CH2:17]4)=[N:11][CH2:10]2)[CH:5]=[C:6]([Cl:8])[CH:7]=1.[CH2:28]([N:30]=[C:31]=[O:32])[CH3:29].